Dataset: NCI-60 drug combinations with 297,098 pairs across 59 cell lines. Task: Regression. Given two drug SMILES strings and cell line genomic features, predict the synergy score measuring deviation from expected non-interaction effect. (1) Cell line: HCT-15. Synergy scores: CSS=45.8, Synergy_ZIP=-9.73, Synergy_Bliss=-2.38, Synergy_Loewe=-1.35, Synergy_HSA=-0.421. Drug 2: CCC1(C2=C(COC1=O)C(=O)N3CC4=CC5=C(C=CC(=C5CN(C)C)O)N=C4C3=C2)O.Cl. Drug 1: C1=CC(=CC=C1CCCC(=O)O)N(CCCl)CCCl. (2) Drug 1: C1=CC(=CC=C1CC(C(=O)O)N)N(CCCl)CCCl.Cl. Drug 2: C1=CC(=CC=C1CCCC(=O)O)N(CCCl)CCCl. Cell line: NCI-H460. Synergy scores: CSS=35.3, Synergy_ZIP=2.23, Synergy_Bliss=4.30, Synergy_Loewe=-1.57, Synergy_HSA=5.72. (3) Drug 1: C1CN1P(=S)(N2CC2)N3CC3. Drug 2: C1CN(P(=O)(OC1)NCCCl)CCCl. Cell line: MOLT-4. Synergy scores: CSS=53.2, Synergy_ZIP=0.831, Synergy_Bliss=1.61, Synergy_Loewe=-21.9, Synergy_HSA=1.49. (4) Drug 1: C1=C(C(=O)NC(=O)N1)N(CCCl)CCCl. Drug 2: CC(C)(C#N)C1=CC(=CC(=C1)CN2C=NC=N2)C(C)(C)C#N. Cell line: A549. Synergy scores: CSS=21.0, Synergy_ZIP=-3.74, Synergy_Bliss=-2.94, Synergy_Loewe=-3.05, Synergy_HSA=-3.23. (5) Cell line: SNB-19. Synergy scores: CSS=55.0, Synergy_ZIP=-4.35, Synergy_Bliss=-4.13, Synergy_Loewe=-11.1, Synergy_HSA=-5.07. Drug 1: CCCCC(=O)OCC(=O)C1(CC(C2=C(C1)C(=C3C(=C2O)C(=O)C4=C(C3=O)C=CC=C4OC)O)OC5CC(C(C(O5)C)O)NC(=O)C(F)(F)F)O. Drug 2: C1C(C(OC1N2C=NC(=NC2=O)N)CO)O.